From a dataset of NCI-60 drug combinations with 297,098 pairs across 59 cell lines. Regression. Given two drug SMILES strings and cell line genomic features, predict the synergy score measuring deviation from expected non-interaction effect. (1) Drug 1: C1C(C(OC1N2C=C(C(=O)NC2=O)F)CO)O. Drug 2: C1=NC2=C(N=C(N=C2N1C3C(C(C(O3)CO)O)F)Cl)N. Cell line: HOP-62. Synergy scores: CSS=24.8, Synergy_ZIP=0.758, Synergy_Bliss=1.45, Synergy_Loewe=-9.12, Synergy_HSA=5.74. (2) Drug 1: CCN(CC)CCNC(=O)C1=C(NC(=C1C)C=C2C3=C(C=CC(=C3)F)NC2=O)C. Drug 2: C1CN1C2=NC(=NC(=N2)N3CC3)N4CC4. Cell line: MCF7. Synergy scores: CSS=15.0, Synergy_ZIP=1.88, Synergy_Bliss=3.08, Synergy_Loewe=-5.01, Synergy_HSA=0.937.